Task: Predict which catalyst facilitates the given reaction.. Dataset: Catalyst prediction with 721,799 reactions and 888 catalyst types from USPTO (1) Reactant: [CH3:1][O:2][C:3]1[CH:4]=[C:5]([N:11]([CH2:23][CH2:24][C:25]2[CH:30]=[CH:29][C:28]([C:31]([F:34])([F:33])[F:32])=[CH:27][CH:26]=2)[C:12](=[O:22])[CH:13]([NH:20][CH3:21])[C:14]2[CH:19]=[CH:18][CH:17]=[CH:16][CH:15]=2)[CH:6]=[CH:7][C:8]=1[O:9][CH3:10].C=O.[BH3-][C:38]#N.[Na+].CC(O)=O. Product: [CH3:1][O:2][C:3]1[CH:4]=[C:5]([N:11]([CH2:23][CH2:24][C:25]2[CH:26]=[CH:27][C:28]([C:31]([F:33])([F:32])[F:34])=[CH:29][CH:30]=2)[C:12](=[O:22])[CH:13]([N:20]([CH3:38])[CH3:21])[C:14]2[CH:19]=[CH:18][CH:17]=[CH:16][CH:15]=2)[CH:6]=[CH:7][C:8]=1[O:9][CH3:10]. The catalyst class is: 5. (2) Reactant: [CH3:1][O:2][C:3]1[CH:8]=[CH:7][C:6]([N:9]2[C:13]3[C:14](=[O:24])[N:15]([CH2:18][CH2:19][CH2:20][CH2:21][C:22]#[N:23])[CH2:16][CH2:17][C:12]=3[C:11]([C:25]([F:28])([F:27])[F:26])=[N:10]2)=[CH:5][CH:4]=1.[CH3:29][NH:30][CH2:31][CH2:32]N.C(N(CC)CC)C. Product: [CH3:1][O:2][C:3]1[CH:8]=[CH:7][C:6]([N:9]2[C:13]3[C:14](=[O:24])[N:15]([CH2:18][CH2:19][CH2:20][CH2:21][C:22]4[N:30]([CH3:29])[CH2:31][CH2:32][N:23]=4)[CH2:16][CH2:17][C:12]=3[C:11]([C:25]([F:26])([F:27])[F:28])=[N:10]2)=[CH:5][CH:4]=1. The catalyst class is: 254. (3) Reactant: N(C(OCC1C2C(=CC=CC=2)C2C1=CC=CC=2)=O)[C@H:2]([C:4](O)=[O:5])C.O.O[N:26]1[C:30]2[CH:31]=[CH:32][CH:33]=CC=2N=N1.C[N:36]1[CH2:41][CH2:40][O:39]CC1.Cl.C[N:44](C)CCCN=C=NCC.[C:54]([O:57]CC)(=[O:56])[CH3:55]. Product: [CH3:2][C@@H:4]([OH:5])[C@H:55]([NH:44][C:40]([C@@H:41]([NH2:36])[CH2:33][CH2:32][CH2:31][CH2:30][NH2:26])=[O:39])[C:54]([OH:57])=[O:56]. The catalyst class is: 4. (4) Reactant: [OH:1][C:2]1[CH:3]=[C:4]([CH:7]=[CH:8][C:9]=1[O:10][CH3:11])[C:5]#[N:6].[CH2:12](Br)[C:13]1[CH:18]=[CH:17][CH:16]=[CH:15][CH:14]=1.C(=O)([O-])[O-].[K+].[K+].CO. Product: [CH2:12]([O:1][C:2]1[CH:3]=[C:4]([CH:7]=[CH:8][C:9]=1[O:10][CH3:11])[C:5]#[N:6])[C:13]1[CH:18]=[CH:17][CH:16]=[CH:15][CH:14]=1. The catalyst class is: 4.